From a dataset of Full USPTO retrosynthesis dataset with 1.9M reactions from patents (1976-2016). Predict the reactants needed to synthesize the given product. (1) Given the product [CH3:35][O:34][C:32]1[CH:31]=[C:27]2[C:26]([C:25]([O:18][CH2:16][C:15]3[N:14]=[N:13][N:10]4[CH:11]=[CH:12][C:7]([C:1]5[CH:2]=[CH:3][CH:4]=[CH:5][CH:6]=5)=[CH:8][C:9]=34)=[CH:30][CH:29]=[N:28]2)=[CH:37][CH:36]=1, predict the reactants needed to synthesize it. The reactants are: [C:1]1([C:7]2[CH:12]=[CH:11][N:10]3[N:13]=[N:14][C:15]([C:16]([O-:18])=O)=[C:9]3[CH:8]=2)[CH:6]=[CH:5][CH:4]=[CH:3][CH:2]=1.C1([C:25]2[CH:30]=[CH:29][N:28]=[C:27]([CH2:31][C:32]([O:34][CH3:35])=O)[CH:26]=2)C=CC=CC=1.[CH2:36]1CCN2C(=NCCC2)C[CH2:37]1.C(NC1C=CC(S(N=[N+]=[N-])(=O)=O)=CC=1)(=O)C. (2) Given the product [CH2:1]([O:3][C:4]([N:6]1[CH2:11][CH2:10][CH:9]([NH:12][C:13]2[C:18]([N+:19]([O-:21])=[O:20])=[CH:17][CH:16]=[C:15]([N:23]([CH3:25])[CH3:24])[N:14]=2)[CH2:8][CH2:7]1)=[O:5])[CH3:2], predict the reactants needed to synthesize it. The reactants are: [CH2:1]([O:3][C:4]([N:6]1[CH2:11][CH2:10][CH:9]([NH:12][C:13]2[C:18]([N+:19]([O-:21])=[O:20])=[CH:17][CH:16]=[C:15](Cl)[N:14]=2)[CH2:8][CH2:7]1)=[O:5])[CH3:2].[NH:23]([CH3:25])[CH3:24].C1COCC1. (3) Given the product [ClH:32].[C:1]1([S:7]([CH2:10][C:11]2[C:16]([C:17]([OH:19])=[O:18])=[C:15]([O:21][CH2:22][CH2:23][N:24]([CH3:26])[CH3:25])[C:14]([C:27]3[CH:31]=[CH:30][O:29][CH:28]=3)=[CH:13][CH:12]=2)(=[O:8])=[O:9])[CH:6]=[CH:5][CH:4]=[CH:3][CH:2]=1, predict the reactants needed to synthesize it. The reactants are: [C:1]1([S:7]([CH2:10][C:11]2[C:16]([C:17]([O:19]C)=[O:18])=[C:15]([O:21][CH2:22][CH2:23][N:24]([CH3:26])[CH3:25])[C:14]([C:27]3[CH:31]=[CH:30][O:29][CH:28]=3)=[CH:13][CH:12]=2)(=[O:9])=[O:8])[CH:6]=[CH:5][CH:4]=[CH:3][CH:2]=1.[ClH:32]. (4) Given the product [CH2:1]([O:8][C:9]1[CH:10]=[CH:11][C:12]([C:13]([C:14]2[CH:20]=[C:29]([C:30]([O:32][CH3:33])=[O:31])[C:28]3([C:26]([O:25][CH3:23])=[O:27])[N:54]([CH2:55][CH2:56][C:57]4[C:65]5[C:60](=[CH:61][CH:62]=[CH:63][CH:64]=5)[NH:59][C:58]=43)[CH:15]=2)=[O:22])=[C:17]([OH:16])[C:18]=1[CH3:19])[C:2]1[CH:7]=[CH:6][CH:5]=[CH:4][CH:3]=1, predict the reactants needed to synthesize it. The reactants are: [CH2:1]([O:8][C:9]1[C:18]([CH3:19])=[C:17]2[C:12]([C:13](=[O:22])[C:14]([CH:20]=O)=[CH:15][O:16]2)=[CH:11][CH:10]=1)[C:2]1[CH:7]=[CH:6][CH:5]=[CH:4][CH:3]=1.[CH2:23]([O:25][C:26]([C:28]#[C:29][C:30]([O:32][CH2:33]C)=[O:31])=[O:27])C.C1(P(C2C=CC=CC=2)C2C=CC=CC=2)C=CC=CC=1.[NH2:54][CH2:55][CH2:56][C:57]1[C:65]2[C:60](=[CH:61][CH:62]=[CH:63][CH:64]=2)[NH:59][CH:58]=1.